Dataset: Full USPTO retrosynthesis dataset with 1.9M reactions from patents (1976-2016). Task: Predict the reactants needed to synthesize the given product. (1) Given the product [O:26]=[C:18]1[C:19]2[CH:25]=[CH:24][CH:23]=[CH:22][C:20]=2[S:21][C:1]([C:3]2[N:8]=[CH:7][C:6]([CH2:9][CH2:10][C:11]([O:13][C:14]([CH3:17])([CH3:16])[CH3:15])=[O:12])=[CH:5][CH:4]=2)=[N:2]1, predict the reactants needed to synthesize it. The reactants are: [C:1]([C:3]1[N:8]=[CH:7][C:6]([CH2:9][CH2:10][C:11]([O:13][C:14]([CH3:17])([CH3:16])[CH3:15])=[O:12])=[CH:5][CH:4]=1)#[N:2].[C:18](OC)(=[O:26])[C:19]1[C:20](=[CH:22][CH:23]=[CH:24][CH:25]=1)[SH:21].C(N(CC)CC)C. (2) Given the product [Cl:1][C:2]1[CH:7]=[CH:6][C:5]([CH2:8][NH:9][C:10](=[O:15])[C:11]([F:12])([F:13])[F:14])=[CH:4][C:3]=1[C:16]1[NH:20][C:19](=[O:21])[N:18]([C:22]2[CH:31]=[CH:30][C:25]([C:26]([NH:39][C:38]3[CH:40]=[CH:41][CH:42]=[C:36]([CH:35]([F:43])[F:34])[CH:37]=3)=[O:28])=[C:24]([O:32][CH3:33])[CH:23]=2)[N:17]=1, predict the reactants needed to synthesize it. The reactants are: [Cl:1][C:2]1[CH:7]=[CH:6][C:5]([CH2:8][NH:9][C:10](=[O:15])[C:11]([F:14])([F:13])[F:12])=[CH:4][C:3]=1[C:16]1[NH:20][C:19](=[O:21])[N:18]([C:22]2[CH:31]=[CH:30][C:25]([C:26]([O:28]C)=O)=[C:24]([O:32][CH3:33])[CH:23]=2)[N:17]=1.[F:34][CH:35]([F:43])[C:36]1[CH:37]=[C:38]([CH:40]=[CH:41][CH:42]=1)[NH2:39].C[Al](C)C. (3) Given the product [CH3:23][N:8]([C:6]1[C:5]([CH3:24])=[CH:4][N:3]=[C:2]([NH:41][C:39]2[CH:38]=[N:37][N:36]([CH3:35])[CH:40]=2)[N:7]=1)[CH:9]1[CH2:14][CH2:13][N:12]([C:15]2[CH:22]=[CH:21][C:18]([C:19]#[N:20])=[CH:17][N:16]=2)[CH2:11][CH2:10]1, predict the reactants needed to synthesize it. The reactants are: Cl[C:2]1[N:7]=[C:6]([N:8]([CH3:23])[CH:9]2[CH2:14][CH2:13][N:12]([C:15]3[CH:22]=[CH:21][C:18]([C:19]#[N:20])=[CH:17][N:16]=3)[CH2:11][CH2:10]2)[C:5]([CH3:24])=[CH:4][N:3]=1.CCN(C(C)C)C(C)C.Cl.[CH3:35][N:36]1[CH:40]=[C:39]([NH2:41])[CH:38]=[N:37]1.